This data is from Peptide-MHC class II binding affinity with 134,281 pairs from IEDB. The task is: Regression. Given a peptide amino acid sequence and an MHC pseudo amino acid sequence, predict their binding affinity value. This is MHC class II binding data. (1) The peptide sequence is LQMVGMRRPQQGASG. The MHC is H-2-IAb with pseudo-sequence H-2-IAb. The binding affinity (normalized) is 0.126. (2) The MHC is HLA-DPA10201-DPB10101 with pseudo-sequence HLA-DPA10201-DPB10101. The peptide sequence is YVQIVRQIRSGERFL. The binding affinity (normalized) is 0.633. (3) The peptide sequence is FLGCLVKEIPPRLLY. The MHC is DRB3_0101 with pseudo-sequence DRB3_0101. The binding affinity (normalized) is 0.336. (4) The peptide sequence is PGPNITATYGGKWLD. The MHC is DRB1_0301 with pseudo-sequence DRB1_0301. The binding affinity (normalized) is 0. (5) The peptide sequence is NEMFPLRMVLRQKVV. The MHC is DRB1_0101 with pseudo-sequence DRB1_0101. The binding affinity (normalized) is 0.458. (6) The peptide sequence is AQGYKVLVLNPSVAATLGFG. The MHC is DRB1_0101 with pseudo-sequence DRB1_0101. The binding affinity (normalized) is 0.